Dataset: Full USPTO retrosynthesis dataset with 1.9M reactions from patents (1976-2016). Task: Predict the reactants needed to synthesize the given product. (1) Given the product [CH2:51]([N:42]([CH2:43][CH:44]([O:45][CH2:46][CH3:47])[O:48][CH2:49][CH3:50])[C:40](=[O:41])[C@@H:39]([NH:38][C:13](=[O:15])[CH2:12][O:11][NH:10][C:9]([NH:8][CH2:1][C:2]1[CH:3]=[CH:4][CH:5]=[CH:6][CH:7]=1)=[O:16])[CH3:58])[C:52]1[CH:53]=[CH:54][CH:55]=[CH:56][CH:57]=1, predict the reactants needed to synthesize it. The reactants are: [CH2:1]([NH:8][C:9](=[O:16])[NH:10][O:11][CH2:12][C:13]([OH:15])=O)[C:2]1[CH:7]=[CH:6][CH:5]=[CH:4][CH:3]=1.OC1C2N=NNC=2C=CC=1.C(N=C=NCCCN(C)C)C.[NH2:38][C@@H:39]([CH3:58])[C:40]([N:42]([CH2:51][C:52]1[CH:57]=[CH:56][CH:55]=[CH:54][CH:53]=1)[CH2:43][CH:44]([O:48][CH2:49][CH3:50])[O:45][CH2:46][CH3:47])=[O:41]. (2) Given the product [CH3:1][C:2]1([CH3:20])[C:6]([CH3:7])([CH3:8])[O:5][B:4]([C:9]2[CH:10]=[N:11][N:12]([CH:14]3[CH2:18][CH2:17][CH2:16][CH:15]3[OH:19])[CH:13]=2)[O:3]1, predict the reactants needed to synthesize it. The reactants are: [CH3:1][C:2]1([CH3:20])[C:6]([CH3:8])([CH3:7])[O:5][B:4]([C:9]2[CH:10]=[N:11][N:12]([CH:14]3[CH2:18][CH2:17][CH2:16][C:15]3=[O:19])[CH:13]=2)[O:3]1.[BH4-].[Na+].